Dataset: Forward reaction prediction with 1.9M reactions from USPTO patents (1976-2016). Task: Predict the product of the given reaction. (1) Given the reactants Br[CH:2]([C:19]1[CH:24]=[CH:23][CH:22]=[CH:21][CH:20]=1)[C:3]([NH:5][C:6]1[S:7][C:8]([CH2:11][C:12]2[CH:17]=[CH:16][CH:15]=[CH:14][C:13]=2[Cl:18])=[CH:9][N:10]=1)=[O:4].[NH:25]1[CH2:30][CH2:29][O:28][CH2:27][CH2:26]1, predict the reaction product. The product is: [Cl:18][C:13]1[CH:14]=[CH:15][CH:16]=[CH:17][C:12]=1[CH2:11][C:8]1[S:7][C:6]([NH:5][C:3](=[O:4])[CH:2]([N:25]2[CH2:30][CH2:29][O:28][CH2:27][CH2:26]2)[C:19]2[CH:24]=[CH:23][CH:22]=[CH:21][CH:20]=2)=[N:10][CH:9]=1. (2) Given the reactants [I:1][C:2]1[CH:3]=[C:4]([N:8]2[N:12]=[N:11][C:10]([CH2:13][OH:14])=[N:9]2)[CH:5]=[CH:6][CH:7]=1.[H-].[Na+].CS([C:21]1[N:22]([CH3:32])[C:23]([C:26]2[CH:31]=[CH:30][N:29]=[CH:28][CH:27]=2)=[N:24][N:25]=1)(=O)=O, predict the reaction product. The product is: [I:1][C:2]1[CH:3]=[C:4]([N:8]2[N:12]=[N:11][C:10]([CH2:13][O:14][C:21]3[N:22]([CH3:32])[C:23]([C:26]4[CH:31]=[CH:30][N:29]=[CH:28][CH:27]=4)=[N:24][N:25]=3)=[N:9]2)[CH:5]=[CH:6][CH:7]=1. (3) Given the reactants [CH3:1][O:2][C:3]([C:5]1[N:6]([CH2:23][C:24]2[CH:29]=[CH:28][C:27]([S:30]([CH3:33])(=[O:32])=[O:31])=[CH:26][CH:25]=2)[C:7](=[O:22])[C:8]2[C:13]([C:14]=1[C:15]1[CH:20]=[CH:19][CH:18]=[CH:17][CH:16]=1)=[CH:12][C:11](Br)=[CH:10][CH:9]=2)=[O:4], predict the reaction product. The product is: [CH3:1][O:2][C:3]([C:5]1[N:6]([CH2:23][C:24]2[CH:25]=[CH:26][C:27]([S:30]([CH3:33])(=[O:32])=[O:31])=[CH:28][CH:29]=2)[C:7](=[O:22])[C:8]2[C:13]([C:14]=1[C:15]1[CH:20]=[CH:19][CH:18]=[CH:17][CH:16]=1)=[CH:12][CH:11]=[CH:10][CH:9]=2)=[O:4].